From a dataset of Forward reaction prediction with 1.9M reactions from USPTO patents (1976-2016). Predict the product of the given reaction. (1) Given the reactants [CH:1]([Si:4]([CH:19]([CH3:21])[CH3:20])([CH:16]([CH3:18])[CH3:17])[O:5][C:6]1[CH:7]=[CH:8][CH:9]=[C:10]2[C:15]=1[CH2:14][NH:13][CH2:12][CH2:11]2)([CH3:3])[CH3:2].[OH:22][CH2:23][CH2:24][CH2:25][CH2:26][C:27]([O-])=[O:28].[Na+].C(Cl)CCl.C1C=CC2N(O)N=NC=2C=1, predict the reaction product. The product is: [O:22]=[C:23]([N:13]1[CH2:12][CH2:11][C:10]2[C:15](=[C:6]([O:5][Si:4]([CH:1]([CH3:3])[CH3:2])([CH:16]([CH3:18])[CH3:17])[CH:19]([CH3:21])[CH3:20])[CH:7]=[CH:8][CH:9]=2)[CH2:14]1)[CH2:24][CH2:25][CH2:26][CH2:27][OH:28]. (2) Given the reactants Br[C:2]1[CH:7]=[C:6]([O:8][C:9]([F:12])([F:11])[F:10])[CH:5]=[C:4]([O:13][CH:14]([CH3:16])[CH3:15])[CH:3]=1.[CH3:17][NH2:18].C1COCC1.C(Cl)(Cl)Cl.C1C=CC(P(C2C(C3C(P(C4C=CC=CC=4)C4C=CC=CC=4)=CC=C4C=3C=CC=C4)=C3C(C=CC=C3)=CC=2)C2C=CC=CC=2)=CC=1.C([O-])([O-])=O.[Cs+].[Cs+], predict the reaction product. The product is: [CH:14]([O:13][C:4]1[CH:3]=[C:2]([CH:7]=[C:6]([O:8][C:9]([F:12])([F:11])[F:10])[CH:5]=1)[NH:18][CH3:17])([CH3:16])[CH3:15]. (3) Given the reactants [CH2:1]([O:3][C:4]1[CH:5]=[C:6]2[C:11](=[C:12]3[CH2:16][C:15]([CH3:18])([CH3:17])[O:14][C:13]=13)[C:10]([C:19]1[CH:29]=[CH:28][C:22]([C:23]([O:25]CC)=[O:24])=[C:21]([NH:30][CH2:31][C:32]3[CH:37]=[CH:36][CH:35]=[CH:34][N:33]=3)[CH:20]=1)=[N:9][C:8]([CH3:39])([CH3:38])[CH2:7]2)[CH3:2].[OH-].[Na+], predict the reaction product. The product is: [CH2:1]([O:3][C:4]1[CH:5]=[C:6]2[C:11](=[C:12]3[CH2:16][C:15]([CH3:18])([CH3:17])[O:14][C:13]=13)[C:10]([C:19]1[CH:29]=[CH:28][C:22]([C:23]([OH:25])=[O:24])=[C:21]([NH:30][CH2:31][C:32]3[CH:37]=[CH:36][CH:35]=[CH:34][N:33]=3)[CH:20]=1)=[N:9][C:8]([CH3:38])([CH3:39])[CH2:7]2)[CH3:2].